Task: Predict the reactants needed to synthesize the given product.. Dataset: Full USPTO retrosynthesis dataset with 1.9M reactions from patents (1976-2016) (1) Given the product [Cl:1][C:2]1[CH:3]=[CH:4][C:5]([C:8]2[O:12][C:11]([C:13]([NH:17][C:18]3[CH:19]=[C:20]([C:21](=[O:22])[NH:23][CH:24]4[CH2:26][CH2:25]4)[CH:27]=[CH:28][C:29]=3[CH3:30])=[O:15])=[CH:10][CH:9]=2)=[CH:6][CH:7]=1, predict the reactants needed to synthesize it. The reactants are: [Cl:1][C:2]1[CH:7]=[CH:6][C:5]([C:8]2[O:12][C:11]([C:13]([OH:15])=O)=[CH:10][CH:9]=2)=[CH:4][CH:3]=1.Cl.[NH2:17][C:18]1[CH:19]=[C:20]([CH:27]=[CH:28][C:29]=1[CH3:30])[C:21]([NH:23][CH:24]1[CH2:26][CH2:25]1)=[O:22].CN(C=O)C. (2) Given the product [Br:3][C:4]1[CH:9]=[CH:8][C:7]([O:10][CH:11]([F:12])[F:13])=[C:6]([OH:14])[CH:5]=1, predict the reactants needed to synthesize it. The reactants are: CO.[Br:3][C:4]1[CH:9]=[CH:8][C:7]([O:10][CH:11]([F:13])[F:12])=[C:6]([O:14]CC2CC2)[CH:5]=1.Cl.